This data is from Full USPTO retrosynthesis dataset with 1.9M reactions from patents (1976-2016). The task is: Predict the reactants needed to synthesize the given product. (1) Given the product [CH2:34]([O:16][C:14]([N:12]1[CH2:13][C@H:9]([SH:8])[CH2:10][C@@H:11]1[CH2:17][CH2:18][CH2:19][N:20]1[CH:21]=[CH:22][CH:23]=[CH:24]1)=[O:15])[CH2:36][CH2:32][CH3:33], predict the reactants needed to synthesize it. The reactants are: COC1C=CC(C[S:8][C@H:9]2[CH2:13][N:12]([C:14]([OH:16])=[O:15])[C@H:11]([CH2:17][CH2:18][CH2:19][N:20]3[CH:24]=[CH:23][CH:22]=[CH:21]3)[CH2:10]2)=CC=1.C([SiH]([CH2:32][CH3:33])CC)C.[C:34](O)([C:36](F)(F)F)=O. (2) Given the product [O:13]=[C:14]1[N:20]2[CH2:21][C@@H:16]([CH2:17][CH2:18][C@H:19]2[C:22]([NH:24][CH:25]2[CH2:30][CH2:29][N:28]([C:31]([O:33][C:34]([CH3:37])([CH3:36])[CH3:35])=[O:32])[CH2:27][CH2:26]2)=[O:23])[NH:15]1, predict the reactants needed to synthesize it. The reactants are: CC(N=NC(C#N)(C)C)(C#N)C.[O:13]=[C:14]1[N:20]2[CH2:21][C@@H:16]([CH2:17][CH2:18][C@H:19]2[C:22]([NH:24][CH:25]2[CH2:30][CH2:29][N:28]([C:31]([O:33][C:34]([CH3:37])([CH3:36])[CH3:35])=[O:32])[CH2:27][CH2:26]2)=[O:23])[N:15]1OC(OC1C=CC=CC=1)=S.C([SnH](CCCC)CCCC)CCC. (3) Given the product [F:12][C:13]1[CH:21]=[CH:20][CH:19]=[CH:18][C:14]=1[C:15]1[NH:11][C:6]2[CH:5]=[C:4]([N+:1]([O-:3])=[O:2])[CH:9]=[CH:8][C:7]=2[N:10]=1, predict the reactants needed to synthesize it. The reactants are: [N+:1]([C:4]1[CH:9]=[CH:8][C:7]([NH2:10])=[C:6]([NH2:11])[CH:5]=1)([O-:3])=[O:2].[F:12][C:13]1[CH:21]=[CH:20][CH:19]=[CH:18][C:14]=1[C:15](O)=O.[K+].[Br-]. (4) Given the product [CH3:4][CH:3]1[CH2:2][C:9]2[CH:10]=[CH:11][CH:12]=[C:6]([CH:5]=[O:13])[C:7]=2[O:8]1, predict the reactants needed to synthesize it. The reactants are: Br[CH2:2][CH:3]=[CH2:4].[CH:5](=[O:13])[C:6]1[C:7](=[CH:9][CH:10]=[CH:11][CH:12]=1)[OH:8].